From a dataset of Forward reaction prediction with 1.9M reactions from USPTO patents (1976-2016). Predict the product of the given reaction. Given the reactants [C:1]([O:5][C:6]([NH:8][C@@H:9]([CH2:14][NH:15][S:16]([C:19]1[CH:24]=[CH:23][CH:22]=[CH:21][C:20]=1[N+:25]([O-:27])=[O:26])(=[O:18])=[O:17])[C:10]([O:12][CH3:13])=[O:11])=[O:7])([CH3:4])([CH3:3])[CH3:2].C(=O)([O-])[O-].[K+].[K+].Br[CH2:35][CH2:36][CH2:37][CH:38]=[CH2:39], predict the reaction product. The product is: [C:1]([O:5][C:6]([NH:8][C@@H:9]([CH2:14][N:15]([CH2:39][CH2:38][CH2:37][CH:36]=[CH2:35])[S:16]([C:19]1[CH:24]=[CH:23][CH:22]=[CH:21][C:20]=1[N+:25]([O-:27])=[O:26])(=[O:18])=[O:17])[C:10]([O:12][CH3:13])=[O:11])=[O:7])([CH3:4])([CH3:2])[CH3:3].